Dataset: Reaction yield outcomes from USPTO patents with 853,638 reactions. Task: Predict the reaction yield, written as a fraction of the theoretical maximum amount of product (1.0 means a 100% yield; for example, 0.34 means a 34% yield). (1) The reactants are Cl[C:2]1[CH:7]=[CH:6][N:5]=[C:4]2[CH:8]=[C:9]([C:11]3[O:12][C:13]([CH3:16])=[CH:14][N:15]=3)[S:10][C:3]=12.[CH3:17][C:18]1[NH:19][C:20]2[C:25]([CH:26]=1)=[CH:24][C:23]([NH2:27])=[CH:22][CH:21]=2. The catalyst is C(O)C. The product is [CH3:17][C:18]1[NH:19][C:20]2[C:25]([CH:26]=1)=[CH:24][C:23]([NH:27][C:2]1[CH:7]=[CH:6][N:5]=[C:4]3[CH:8]=[C:9]([C:11]4[O:12][C:13]([CH3:16])=[CH:14][N:15]=4)[S:10][C:3]=13)=[CH:22][CH:21]=2. The yield is 0.330. (2) The reactants are [CH3:1][O:2][C:3]1[C:4](=[O:35])[C:5]([CH3:34])=[C:6]([CH2:12][C:13]2[CH:14]=[CH:15][C:16]([O:30]C(=O)C)=[C:17]([CH:29]=2)[C:18]([NH:20][C:21]2[CH:26]=[CH:25][C:24]([C:27]#[N:28])=[CH:23][CH:22]=2)=[O:19])[C:7](=[O:11])[C:8]=1[O:9][CH3:10].C(=O)([O-])O.[Na+]. The catalyst is CO.O. The product is [CH3:1][O:2][C:3]1[C:4](=[O:35])[C:5]([CH3:34])=[C:6]([CH2:12][C:13]2[CH:14]=[CH:15][C:16]([OH:30])=[C:17]([CH:29]=2)[C:18]([NH:20][C:21]2[CH:22]=[CH:23][C:24]([C:27]#[N:28])=[CH:25][CH:26]=2)=[O:19])[C:7](=[O:11])[C:8]=1[O:9][CH3:10]. The yield is 0.690.